Dataset: Forward reaction prediction with 1.9M reactions from USPTO patents (1976-2016). Task: Predict the product of the given reaction. (1) Given the reactants I[C:2]1[N:6]2[CH:7]=[CH:8][C:9]([C:11]3[N:12]=[N:13][CH:14]=[CH:15][N:16]=3)=[CH:10][C:5]2=[N:4][CH:3]=1.CC1(C)C(C)(C)OB([C:25]2[CH:26]=[C:27]([NH:31][C:32]([NH:34][CH2:35][C:36]([F:39])([F:38])[F:37])=[O:33])[CH:28]=[CH:29][CH:30]=2)O1, predict the reaction product. The product is: [N:13]1[CH:14]=[CH:15][N:16]=[C:11]([C:9]2[CH:8]=[CH:7][N:6]3[C:2]([C:29]4[CH:28]=[C:27]([NH:31][C:32]([NH:34][CH2:35][C:36]([F:37])([F:38])[F:39])=[O:33])[CH:26]=[CH:25][CH:30]=4)=[CH:3][N:4]=[C:5]3[CH:10]=2)[N:12]=1. (2) Given the reactants [CH3:1][O:2][C:3]1[CH:11]=[C:10]2[C:6]([CH2:7][CH2:8][C:9]2=O)=[CH:5][CH:4]=1.[CH3:13][CH2:14][OH:15].[H-].[Na+].C1C[O:21][CH2:20][CH2:19]1, predict the reaction product. The product is: [CH2:14]([O:15][C:20](=[O:21])[CH:19]=[C:9]1[C:10]2[C:6](=[CH:5][CH:4]=[C:3]([O:2][CH3:1])[CH:11]=2)[CH2:7][CH2:8]1)[CH3:13].